Dataset: Forward reaction prediction with 1.9M reactions from USPTO patents (1976-2016). Task: Predict the product of the given reaction. (1) The product is: [N:13]1([C:8]([C:7]2[CH:11]=[CH:12][C:4]([N+:1]([O-:3])=[O:2])=[CH:5][CH:6]=2)=[O:9])[CH2:18][CH2:17][O:16][CH2:15][CH2:14]1. Given the reactants [N+:1]([C:4]1[CH:12]=[CH:11][C:7]([C:8](Cl)=[O:9])=[CH:6][CH:5]=1)([O-:3])=[O:2].[NH:13]1[CH2:18][CH2:17][O:16][CH2:15][CH2:14]1.C(N(CC)CC)C.C(OCC)(=O)C, predict the reaction product. (2) Given the reactants [F:1][C:2]1[CH:23]=[CH:22][CH:21]=[CH:20][C:3]=1[CH2:4][N:5]1[C:9]([C:10](OC)=[O:11])=[N:8][C:7]([C:14]2[CH:19]=[CH:18][CH:17]=[CH:16][N:15]=2)=[N:6]1.O.[NH2:25][NH2:26], predict the reaction product. The product is: [F:1][C:2]1[CH:23]=[CH:22][CH:21]=[CH:20][C:3]=1[CH2:4][N:5]1[C:9]([C:10]([NH:25][NH2:26])=[O:11])=[N:8][C:7]([C:14]2[CH:19]=[CH:18][CH:17]=[CH:16][N:15]=2)=[N:6]1. (3) The product is: [CH3:17][O:16][C:14]1[CH:13]=[CH:12][C:11]([CH:18]2[CH2:27][CH2:26][C:25]3[CH:24]=[C:23]([OH:28])[CH:22]=[CH:21][C:20]=3[CH2:19]2)=[C:10]([NH:9][CH2:8][CH2:6][C:5]2[CH:35]=[CH:36][C:2]([O:1][CH2:38][CH2:39][N:41]([CH2:43][CH2:44][O:45][CH3:46])[CH3:42])=[CH:3][CH:4]=2)[CH:15]=1. Given the reactants [OH:1][C:2]1[CH:36]=[CH:35][C:5]([C:6]([CH2:8][NH:9][C:10]2[CH:15]=[C:14]([O:16][CH3:17])[CH:13]=[CH:12][C:11]=2[CH:18]2[CH2:27][CH2:26][C:25]3[CH:24]=[C:23]([O:28]C(=O)C(C)(C)C)[CH:22]=[CH:21][C:20]=3[CH2:19]2)=O)=[CH:4][CH:3]=1.Cl[CH2:38][C:39]([N:41]([CH2:43][CH2:44][O:45][CH3:46])[CH3:42])=O, predict the reaction product. (4) Given the reactants C(OC(=O)[NH:7][C:8]1[CH:13]=[CH:12][C:11]([I:14])=[CH:10][C:9]=1[NH2:15])(C)(C)C.CC1(C)O[C:22](=[O:24])[CH:21]=[C:20]([C:25]2[S:26][CH:27]=[CH:28][CH:29]=2)O1.C(O)(C(F)(F)F)=O, predict the reaction product. The product is: [I:14][C:11]1[CH:12]=[CH:13][C:8]2[N:7]=[C:20]([C:25]3[S:26][CH:27]=[CH:28][CH:29]=3)[CH2:21][C:22](=[O:24])[NH:15][C:9]=2[CH:10]=1. (5) Given the reactants [Br:1]N1C(=O)CCC1=O.[F:9][CH:10]([F:28])[O:11][C:12]1[CH:13]=[CH:14][C:15]2[N:16]([N:18]=[C:19]([C:21]3[CH:26]=[CH:25][CH:24]=[C:23]([F:27])[CH:22]=3)[CH:20]=2)[N:17]=1.C(=O)(O)[O-].[Na+], predict the reaction product. The product is: [Br:1][C:20]1[C:19]([C:21]2[CH:26]=[CH:25][CH:24]=[C:23]([F:27])[CH:22]=2)=[N:18][N:16]2[C:15]=1[CH:14]=[CH:13][C:12]([O:11][CH:10]([F:9])[F:28])=[N:17]2.